The task is: Predict which catalyst facilitates the given reaction.. This data is from Catalyst prediction with 721,799 reactions and 888 catalyst types from USPTO. (1) Reactant: [F:1][C:2]1[CH:7]=[CH:6][C:5]([O:8][CH3:9])=[CH:4][C:3]=1[C:10]1[CH:15]=[CH:14][C:13]([O:16][CH2:17][C:18]2[CH:19]=[C:20]([CH2:24][CH2:25][CH2:26][OH:27])[CH:21]=[CH:22][CH:23]=2)=[CH:12][C:11]=1[CH2:28][C:29]([CH3:32])([CH3:31])[CH3:30].C(N(CC)CC)C.Cl. Product: [F:1][C:2]1[CH:7]=[CH:6][C:5]([O:8][CH3:9])=[CH:4][C:3]=1[C:10]1[CH:15]=[CH:14][C:13]([O:16][CH2:17][C:18]2[CH:19]=[C:20]([CH2:24][CH2:25][CH:26]=[O:27])[CH:21]=[CH:22][CH:23]=2)=[CH:12][C:11]=1[CH2:28][C:29]([CH3:32])([CH3:31])[CH3:30]. The catalyst class is: 16. (2) Reactant: C(OC(=O)[NH:7][CH2:8][CH:9]1[O:14][CH2:13][CH2:12][N:11]([C:15]2[C:27]3[C:26]4[C:21](=[CH:22][CH:23]=[CH:24][CH:25]=4)[NH:20][C:19]=3[N:18]=[CH:17][N:16]=2)[CH2:10]1)(C)(C)C.Cl.O1CCOCC1. Product: [N:18]1[C:19]2[NH:20][C:21]3[C:26]([C:27]=2[C:15]([N:11]2[CH2:12][CH2:13][O:14][CH:9]([CH2:8][NH2:7])[CH2:10]2)=[N:16][CH:17]=1)=[CH:25][CH:24]=[CH:23][CH:22]=3. The catalyst class is: 5.